This data is from Full USPTO retrosynthesis dataset with 1.9M reactions from patents (1976-2016). The task is: Predict the reactants needed to synthesize the given product. (1) The reactants are: [H-].[Al+3].[Li+].[H-].[H-].[H-].[CH2:7]([C@H:14]1[C:19](=O)[NH:18][CH2:17][C:16](=O)[NH:15]1)[C:8]1[CH:13]=[CH:12][CH:11]=[CH:10][CH:9]=1. Given the product [CH2:7]([C@H:14]1[CH2:19][NH:18][CH2:17][CH2:16][NH:15]1)[C:8]1[CH:13]=[CH:12][CH:11]=[CH:10][CH:9]=1, predict the reactants needed to synthesize it. (2) The reactants are: [O:1]([CH2:8][CH2:9][CH2:10][CH2:11][S:12](Cl)(=[O:14])=[O:13])[C:2]1[CH:7]=[CH:6][CH:5]=[CH:4][CH:3]=1.[NH4+].[F-:17]. Given the product [O:1]([CH2:8][CH2:9][CH2:10][CH2:11][S:12]([F:17])(=[O:14])=[O:13])[C:2]1[CH:7]=[CH:6][CH:5]=[CH:4][CH:3]=1, predict the reactants needed to synthesize it. (3) Given the product [F:1][C:2]1[CH:11]=[CH:10][CH:9]=[C:8]2[C:3]=1[C:4]([CH2:21][C:22]([NH2:26])=[O:24])=[N:5][C:6]([N:12]1[CH2:17][CH2:16][N:15]3[CH2:18][CH2:19][CH2:20][C@@H:14]3[CH2:13]1)=[N:7]2, predict the reactants needed to synthesize it. The reactants are: [F:1][C:2]1[CH:11]=[CH:10][CH:9]=[C:8]2[C:3]=1[C:4]([CH2:21][C:22]([O:24]C)=O)=[N:5][C:6]([N:12]1[CH2:17][CH2:16][N:15]3[CH2:18][CH2:19][CH2:20][C@@H:14]3[CH2:13]1)=[N:7]2.[NH3:26]. (4) Given the product [Br:1][C:2]1[CH:7]=[CH:6][C:5]([N:8]2[CH:12]=[CH:11][N:10]=[CH:9]2)=[C:4]([NH2:13])[CH:3]=1, predict the reactants needed to synthesize it. The reactants are: [Br:1][C:2]1[CH:7]=[CH:6][C:5]([N:8]2[CH:12]=[CH:11][N:10]=[CH:9]2)=[C:4]([N+:13]([O-])=O)[CH:3]=1.[Sn](Cl)(Cl)(Cl)Cl.